This data is from Full USPTO retrosynthesis dataset with 1.9M reactions from patents (1976-2016). The task is: Predict the reactants needed to synthesize the given product. (1) Given the product [CH3:1][C:2]1[CH:7]=[CH:6][C:5]([CH:8]=[O:9])=[C:4]([N+:10]([O-:12])=[O:11])[CH:3]=1, predict the reactants needed to synthesize it. The reactants are: [CH3:1][C:2]1[CH:7]=[CH:6][C:5]([CH2:8][OH:9])=[C:4]([N+:10]([O-:12])=[O:11])[CH:3]=1.[Cr](O[Cr]([O-])(=O)=O)([O-])(=O)=O.[NH+]1C=CC=CC=1.[NH+]1C=CC=CC=1. (2) Given the product [CH3:28][C:22]1[CH:21]=[C:20]([S:19][CH:14]([C:11]2[CH:12]=[CH:13][C:8]([C:7]([NH:6][CH2:5][CH2:4][C:3]([OH:2])=[O:30])=[O:29])=[CH:9][CH:10]=2)[CH2:15][CH:16]([CH3:17])[CH3:18])[CH:25]=[C:24]([CH3:26])[C:23]=1[C:36]1[CH:37]=[CH:38][C:33]([C:32]([F:43])([F:42])[F:31])=[CH:34][CH:35]=1, predict the reactants needed to synthesize it. The reactants are: C[O:2][C:3](=[O:30])[CH2:4][CH2:5][NH:6][C:7](=[O:29])[C:8]1[CH:13]=[CH:12][C:11]([CH:14]([S:19][C:20]2[CH:25]=[C:24]([CH3:26])[C:23](Br)=[C:22]([CH3:28])[CH:21]=2)[CH2:15][CH:16]([CH3:18])[CH3:17])=[CH:10][CH:9]=1.[F:31][C:32]([F:43])([F:42])[C:33]1[CH:38]=[CH:37][C:36](B(O)O)=[CH:35][CH:34]=1. (3) Given the product [F:18][C:19]([F:28])([F:29])[C:20]1[CH:27]=[CH:26][C:23]([CH2:24][NH:25][C:15]([C:4]2[C:3]3[C:7](=[CH:8][CH:9]=[CH:10][C:2]=3[Cl:1])[N:6]([CH2:11][CH2:12][O:13][CH3:14])[CH:5]=2)=[O:17])=[CH:22][CH:21]=1, predict the reactants needed to synthesize it. The reactants are: [Cl:1][C:2]1[CH:10]=[CH:9][CH:8]=[C:7]2[C:3]=1[C:4]([C:15]([OH:17])=O)=[CH:5][N:6]2[CH2:11][CH2:12][O:13][CH3:14].[F:18][C:19]([F:29])([F:28])[C:20]1[CH:27]=[CH:26][C:23]([CH2:24][NH2:25])=[CH:22][CH:21]=1.N1(O)C2C=CC=CC=2N=N1.C(Cl)CCl. (4) Given the product [CH3:1][C@@H:2]([OH:20])[C@H:3]1[C:9](=[O:10])[N:8]2[C@@H:4]1[CH2:5][C:6]([S:14][CH2:15][CH2:16][N:17]=[CH:18][NH2:19])=[C:7]2[C:11]([OH:13])=[O:12].[OH2:10], predict the reactants needed to synthesize it. The reactants are: [CH3:1][C@@H:2]([OH:20])[C@H:3]1[C:9](=[O:10])[N:8]2[C@@H:4]1[CH2:5][C:6]([S:14][CH2:15][CH2:16][NH:17][CH:18]=[NH:19])=[C:7]2[C:11]([OH:13])=[O:12]. (5) Given the product [S:22]([C:25]1[CH:31]=[CH:30][C:28]([CH3:29])=[CH:27][CH:26]=1)([O-:32])(=[O:24])=[O:23].[NH2:33][N+:3]1[C:4]2[C:9](=[CH:8][C:7]([I:15])=[CH:6][CH:5]=2)[C:10]([OH:14])=[C:11]([C:12]#[N:13])[C:2]=1[NH2:1], predict the reactants needed to synthesize it. The reactants are: [NH2:1][C:2]1[C:11]([C:12]#[N:13])=[C:10]([OH:14])[C:9]2[C:4](=[CH:5][CH:6]=[C:7]([I:15])[CH:8]=2)[N:3]=1.C(=O)([O-])[O-].[K+].[K+].[S:22]([O:32][NH2:33])([C:25]1[CH:31]=[CH:30][C:28]([CH3:29])=[CH:27][CH:26]=1)(=[O:24])=[O:23]. (6) Given the product [CH3:1][O:2][C:3](=[O:4])[C:5]1[CH:6]=[C:7]([CH2:15][OH:16])[CH:8]=[C:9]([CH2:11][OH:12])[CH:10]=1, predict the reactants needed to synthesize it. The reactants are: [CH3:1][O:2][C:3]([C:5]1[CH:10]=[C:9]([C:11](OC)=[O:12])[CH:8]=[C:7]([C:15](OC)=[O:16])[CH:6]=1)=[O:4].[H-].[Al+3].[Li+].[H-].[H-].[H-].O.[OH-].[Na+]. (7) Given the product [NH2:1][C:2]1[C:6]2[C:7](=[O:27])[N:8]([C:20]3[CH:25]=[CH:24][CH:23]=[CH:22][C:21]=3[Cl:26])[CH:9]=[C:10]([C:29]3[N:34]=[CH:33][CH:32]=[CH:31][N:30]=3)[C:5]=2[NH:4][N:3]=1, predict the reactants needed to synthesize it. The reactants are: [NH2:1][C:2]1[C:6]2[C:7](=[O:27])[N:8]([C:20]3[CH:25]=[CH:24][CH:23]=[CH:22][C:21]=3[Cl:26])[CH:9]=[C:10](B3OC(C)(C)C(C)(C)O3)[C:5]=2[NH:4][N:3]=1.Cl[C:29]1[N:34]=[CH:33][CH:32]=[CH:31][N:30]=1.P([O-])([O-])([O-])=O.[K+].[K+].[K+].C1(C)C=CC=CC=1. (8) Given the product [F:32][C:33]1[CH:57]=[CH:56][CH:55]=[CH:54][C:34]=1[O:35][C:36]1[N:41]=[C:40]2[O:42][C:43]([C:45]3[CH:50]=[C:49]([CH3:51])[C:48]([O:52][C:59]([CH3:68])([CH3:67])[C:60]([O:62][C:63]([CH3:66])([CH3:65])[CH3:64])=[O:61])=[C:47]([CH3:53])[CH:46]=3)=[N:44][C:39]2=[CH:38][CH:37]=1, predict the reactants needed to synthesize it. The reactants are: C1(P(C2C=CC=CC=2)C2C=CC=CC=2)C=CC=CC=1.N(C(OCC)=O)=NC(OCC)=O.[F:32][C:33]1[CH:57]=[CH:56][CH:55]=[CH:54][C:34]=1[O:35][C:36]1[N:41]=[C:40]2[O:42][C:43]([C:45]3[CH:50]=[C:49]([CH3:51])[C:48]([OH:52])=[C:47]([CH3:53])[CH:46]=3)=[N:44][C:39]2=[CH:38][CH:37]=1.O[C:59]([CH3:68])([CH3:67])[C:60]([O:62][C:63]([CH3:66])([CH3:65])[CH3:64])=[O:61]. (9) Given the product [Cl:1][C:2]1[CH:9]=[CH:8][CH:7]=[C:6]([F:10])[C:3]=1[CH2:4][NH:13][CH2:11][CH3:12], predict the reactants needed to synthesize it. The reactants are: [Cl:1][C:2]1[CH:9]=[CH:8][CH:7]=[C:6]([F:10])[C:3]=1[CH:4]=O.[CH2:11]([NH2:13])[CH3:12].C1COCC1.C(O)(=O)C.C(O[BH-](OC(=O)C)OC(=O)C)(=O)C.[Na+]. (10) Given the product [Br:20][C:10]1[C:9]([NH:8][CH:4]2[CH2:5][CH2:6][O:1][CH2:2][CH2:3]2)=[CH:18][C:17]([Cl:19])=[CH:16][C:11]=1[C:12]([O:14][CH3:15])=[O:13], predict the reactants needed to synthesize it. The reactants are: [O:1]1[CH2:6][CH2:5][C:4](=O)[CH2:3][CH2:2]1.[NH2:8][C:9]1[C:10]([Br:20])=[C:11]([CH:16]=[C:17]([Cl:19])[CH:18]=1)[C:12]([O:14][CH3:15])=[O:13].[Na].CC(O)=O.